Dataset: Forward reaction prediction with 1.9M reactions from USPTO patents (1976-2016). Task: Predict the product of the given reaction. (1) Given the reactants [CH2:1]([O:5][C:6]1[CH:13]=[CH:12][CH:11]=[CH:10][C:7]=1[CH:8]=O)[CH2:2][CH2:3][CH3:4].[CH3:14][C:15]([C:17]1[CH:22]=[CH:21][C:20]([O:23][CH3:24])=[C:19]([O:25][CH3:26])[C:18]=1[O:27][CH3:28])=[O:16], predict the reaction product. The product is: [CH2:1]([O:5][C:6]1[CH:13]=[CH:12][CH:11]=[CH:10][C:7]=1[CH:8]=[CH:14][C:15]([C:17]1[CH:22]=[CH:21][C:20]([O:23][CH3:24])=[C:19]([O:25][CH3:26])[C:18]=1[O:27][CH3:28])=[O:16])[CH2:2][CH2:3][CH3:4]. (2) Given the reactants [CH2:1]1[C:5]2([CH2:10][CH2:9][CH:8]([O:11][C:12]3[CH:13]=[C:14]4[C:19](=[CH:20][CH:21]=3)[CH:18]=[C:17]([CH:22]=O)[CH:16]=[CH:15]4)[CH2:7][CH2:6]2)[CH2:4][CH2:3][CH2:2]1.[NH2:24][CH2:25][CH2:26][C:27]([OH:29])=[O:28].C(O)C.C([BH3-])#N.[Na+].C(O)(=O)CC(CC(O)=O)(C(O)=O)O, predict the reaction product. The product is: [CH2:4]1[C:5]2([CH2:10][CH2:9][CH:8]([O:11][C:12]3[CH:13]=[C:14]4[C:19](=[CH:20][CH:21]=3)[CH:18]=[C:17]([CH2:22][NH:24][CH2:25][CH2:26][C:27]([OH:29])=[O:28])[CH:16]=[CH:15]4)[CH2:7][CH2:6]2)[CH2:1][CH2:2][CH2:3]1. (3) Given the reactants [CH3:1][O:2][C:3](=[O:18])[C:4]1[C:5](=[C:10]([CH3:17])[C:11]([CH:15]=[CH2:16])=[CH:12][C:13]=1[OH:14])[C:6]([O:8][CH3:9])=[O:7], predict the reaction product. The product is: [CH3:1][O:2][C:3](=[O:18])[C:4]1[C:5](=[C:10]([CH3:17])[C:11]([CH2:15][CH3:16])=[CH:12][C:13]=1[OH:14])[C:6]([O:8][CH3:9])=[O:7]. (4) Given the reactants [C:1]([N:5]1[C:9](=[O:10])[C:8](Cl)=[C:7]([C:12]2[CH:17]=[CH:16][CH:15]=[CH:14][CH:13]=2)[S:6]1(=[O:19])=[O:18])([CH3:4])([CH3:3])[CH3:2].[O:20]1[CH2:25][CH2:24][N:23]([C:26]2[CH:32]=[CH:31][C:29]([NH2:30])=[CH:28][CH:27]=2)[CH2:22][CH2:21]1.CCOC(C)=O, predict the reaction product. The product is: [C:1]([N:5]1[C:9](=[O:10])[C:8]([NH:30][C:29]2[CH:28]=[CH:27][C:26]([N:23]3[CH2:24][CH2:25][O:20][CH2:21][CH2:22]3)=[CH:32][CH:31]=2)=[C:7]([C:12]2[CH:17]=[CH:16][CH:15]=[CH:14][CH:13]=2)[S:6]1(=[O:19])=[O:18])([CH3:4])([CH3:3])[CH3:2]. (5) The product is: [CH2:13]([NH:20][C:21]1[N:2]([CH3:1])[C:3]2[CH:8]=[CH:7][C:6]([N+:9]([O-:11])=[O:10])=[CH:5][C:4]=2[N:12]=1)[C:14]1[CH:19]=[CH:18][CH:17]=[CH:16][CH:15]=1. Given the reactants [CH3:1][NH:2][C:3]1[C:4]([NH2:12])=[CH:5][C:6]([N+:9]([O-:11])=[O:10])=[CH:7][CH:8]=1.[CH2:13]([N:20]=[C:21]=S)[C:14]1[CH:19]=[CH:18][CH:17]=[CH:16][CH:15]=1, predict the reaction product. (6) Given the reactants [Cl:1][C:2]1[CH:3]=[C:4]([OH:11])[C:5](=[CH:9][CH:10]=1)[C:6]([OH:8])=O.[Cl:12][C:13]1[CH:14]=[C:15]([CH:17]=[C:18]([Cl:20])[CH:19]=1)[NH2:16], predict the reaction product. The product is: [Cl:1][C:2]1[CH:10]=[CH:9][C:5]([C:6]([NH:16][C:15]2[CH:14]=[C:13]([Cl:12])[CH:19]=[C:18]([Cl:20])[CH:17]=2)=[O:8])=[C:4]([OH:11])[CH:3]=1. (7) Given the reactants [C:1]([O:5][C:6]([NH:8][C@H:9]([C:13]1[CH:18]=[C:17]([C:19]2[CH:28]=[CH:27][C:26]([NH:29][C:30]([O:32][CH3:33])=[O:31])=[CH:25][C:20]=2[C:21]([O:23]C)=[O:22])[CH:16]=[CH:15][N:14]=1)[CH2:10][CH:11]=[CH2:12])=[O:7])([CH3:4])([CH3:3])[CH3:2].[OH-].[Na+].Cl, predict the reaction product. The product is: [C:1]([O:5][C:6]([NH:8][C@H:9]([C:13]1[CH:18]=[C:17]([C:19]2[CH:28]=[CH:27][C:26]([NH:29][C:30]([O:32][CH3:33])=[O:31])=[CH:25][C:20]=2[C:21]([OH:23])=[O:22])[CH:16]=[CH:15][N:14]=1)[CH2:10][CH:11]=[CH2:12])=[O:7])([CH3:4])([CH3:2])[CH3:3].